Dataset: Forward reaction prediction with 1.9M reactions from USPTO patents (1976-2016). Task: Predict the product of the given reaction. (1) Given the reactants Cl.[OH:2][C:3]1[CH:8]=[CH:7][C:6]([C:9](=O)[CH3:10])=[CH:5][C:4]=1[CH3:12].Cl.[CH2:14]([O:16][NH2:17])[CH3:15].C(=O)(O)[O-].[Na+], predict the reaction product. The product is: [CH3:12][C:4]1[CH:5]=[C:6]([C:9](=[N:17][O:16][CH2:14][CH3:15])[CH3:10])[CH:7]=[CH:8][C:3]=1[OH:2]. (2) Given the reactants [NH2:1][C:2]1[CH:3]=[C:4]([CH:7]=[C:8]([CH2:11][N:12]2[CH2:17][CH2:16][O:15][CH2:14][CH2:13]2)[C:9]=1[Cl:10])[C:5]#[N:6].Cl[C:19]1[N:24]=[C:23]([N:25]([CH:35]2[CH2:37][CH2:36]2)[CH2:26][C:27]2[CH:32]=[CH:31][C:30]([O:33][CH3:34])=[CH:29][CH:28]=2)[C:22]2=[N:38][CH:39]=[C:40]([C:41]#[N:42])[N:21]2[N:20]=1.C([O-])([O-])=O.[Cs+].[Cs+].C1(P(C2C=CC=CC=2)C2C3OC4C(=CC=CC=4P(C4C=CC=CC=4)C4C=CC=CC=4)C(C)(C)C=3C=CC=2)C=CC=CC=1, predict the reaction product. The product is: [Cl:10][C:9]1[C:8]([CH2:11][N:12]2[CH2:13][CH2:14][O:15][CH2:16][CH2:17]2)=[CH:7][C:4]([C:5]#[N:6])=[CH:3][C:2]=1[NH:1][C:19]1[N:24]=[C:23]([N:25]([CH:35]2[CH2:37][CH2:36]2)[CH2:26][C:27]2[CH:32]=[CH:31][C:30]([O:33][CH3:34])=[CH:29][CH:28]=2)[C:22]2=[N:38][CH:39]=[C:40]([C:41]#[N:42])[N:21]2[N:20]=1. (3) Given the reactants [F:1][C:2]([F:25])([F:24])[C:3]([N:5]1[CH2:14][CH2:13][C:12]2[C:7](=[CH:8][CH:9]=[C:10]([O:15][CH3:16])[CH:11]=2)[CH:6]1[C:17]1[CH:22]=[CH:21][C:20]([OH:23])=[CH:19][CH:18]=1)=[O:4].[H-].[Na+].Cl.Cl[CH2:30][CH2:31][N:32]1[CH2:36][CH2:35][CH2:34][CH2:33]1, predict the reaction product. The product is: [F:25][C:2]([F:1])([F:24])[C:3]([N:5]1[CH2:14][CH2:13][C:12]2[C:7](=[CH:8][CH:9]=[C:10]([O:15][CH3:16])[CH:11]=2)[CH:6]1[C:17]1[CH:18]=[CH:19][C:20]([O:23][CH2:30][CH2:31][N:32]2[CH2:36][CH2:35][CH2:34][CH2:33]2)=[CH:21][CH:22]=1)=[O:4].